Task: Predict hERG channel inhibition at various concentrations.. Dataset: hERG Central: cardiac toxicity at 1µM, 10µM, and general inhibition (1) The compound is O=C(CN1CCN(CC(=O)Nc2ccc(OCc3ccccc3)cc2)CC1)Nc1ccc(F)cc1. Results: hERG_inhib (hERG inhibition (general)): blocker. (2) The compound is O=C(CN1CCOCC1)N1CCN(c2ccc([N+](=O)[O-])cc2)CC1. Results: hERG_inhib (hERG inhibition (general)): blocker. (3) The compound is O=C(CCCC(=O)N1CCN(c2ccc([N+](=O)[O-])cc2)CC1)c1ccccc1. Results: hERG_inhib (hERG inhibition (general)): blocker.